From a dataset of Full USPTO retrosynthesis dataset with 1.9M reactions from patents (1976-2016). Predict the reactants needed to synthesize the given product. (1) Given the product [Br:46][C:47]1[CH:48]=[C:49]([C:9]2[CH:10]=[C:11]([C:30]3[N:34]([C:35]4[CH:40]=[CH:39][CH:38]=[CH:37][CH:36]=4)[C:33]4[CH:41]=[CH:42][CH:43]=[CH:44][C:32]=4[N:31]=3)[CH:12]=[C:13]([C:15]3[N:19]([C:20]4[CH:25]=[CH:24][CH:23]=[CH:22][CH:21]=4)[C:18]4[CH:26]=[CH:27][CH:28]=[CH:29][C:17]=4[N:16]=3)[CH:14]=2)[CH:50]=[CH:51][CH:52]=1, predict the reactants needed to synthesize it. The reactants are: CC1(C)C(C)(C)OB([C:9]2[CH:10]=[C:11]([C:30]3[N:34]([C:35]4[CH:40]=[CH:39][CH:38]=[CH:37][CH:36]=4)[C:33]4[CH:41]=[CH:42][CH:43]=[CH:44][C:32]=4[N:31]=3)[CH:12]=[C:13]([C:15]3[N:19]([C:20]4[CH:25]=[CH:24][CH:23]=[CH:22][CH:21]=4)[C:18]4[CH:26]=[CH:27][CH:28]=[CH:29][C:17]=4[N:16]=3)[CH:14]=2)O1.[Br:46][C:47]1[CH:48]=[C:49](I)[CH:50]=[CH:51][CH:52]=1.C(=O)([O-])[O-].[K+].[K+]. (2) Given the product [CH3:1][C:2]([O:17][Si:18]([CH3:19])([CH3:20])[CH3:21])([CH2:15][CH3:16])[C:3]#[C:4][Si:5]([CH3:13])([CH3:14])[CH2:6][CH2:7][Si:8](/[CH:28]=[CH:27]/[C:26]1[CH:29]=[CH:30][C:23]([Cl:22])=[CH:24][CH:25]=1)([CH3:9])[CH3:31], predict the reactants needed to synthesize it. The reactants are: [CH3:1][C:2]([O:17][Si:18]([CH3:21])([CH3:20])[CH3:19])([CH2:15][CH3:16])[C:3]#[C:4][Si:5]([CH3:14])([CH3:13])[CH2:6][CH2:7][SiH2:8][CH:9]=C(C)C.[Cl:22][C:23]1[CH:30]=[CH:29][C:26]([CH:27]=[CH2:28])=[CH:25][CH:24]=1.[C:31]1(C)C=CC=CC=1. (3) The reactants are: C(O[Si:5]([CH3:8])([CH3:7])[CH3:6])(=O)C.[C:9]([OH:14])(=[O:13])[C:10]([CH3:12])=[CH2:11]. Given the product [C:9]([O:14][Si:5]([CH3:8])([CH3:7])[CH3:6])(=[O:13])[C:10]([CH3:12])=[CH2:11], predict the reactants needed to synthesize it.